The task is: Predict the reactants needed to synthesize the given product.. This data is from Full USPTO retrosynthesis dataset with 1.9M reactions from patents (1976-2016). (1) Given the product [C:8]([C:6]1[CH:7]=[C:2]([B:11]([OH:16])[OH:12])[CH:3]=[N:4][CH:5]=1)#[C:9][CH3:10], predict the reactants needed to synthesize it. The reactants are: Br[C:2]1[CH:3]=[N:4][CH:5]=[C:6]([C:8]#[C:9][CH3:10])[CH:7]=1.[B:11](OC(C)C)([O:16]C(C)C)[O:12]C(C)C.[Li]CCCC.Cl. (2) The reactants are: [N:1]1([CH2:7][C:8]2[CH:9]=[CH:10][C:11](OS(C(F)(F)F)(=O)=O)=[N:12][CH:13]=2)[CH2:6][CH2:5][CH2:4][CH2:3][CH2:2]1.[CH2:22]([N:26]1[CH2:31][CH2:30][CH2:29][CH2:28][CH2:27]1)[CH2:23][C:24]#[CH:25].[I-]. Given the product [NH3:1].[N:26]1([CH2:22][CH2:23][C:24]#[C:25][C:11]2[CH:10]=[CH:9][C:8]([CH2:7][N:1]3[CH2:6][CH2:5][CH2:4][CH2:3][CH2:2]3)=[CH:13][N:12]=2)[CH2:31][CH2:30][CH2:29][CH2:28][CH2:27]1, predict the reactants needed to synthesize it. (3) Given the product [CH:7]1[C:6]2[C:5](=[O:19])[C:4]3[C:13](=[CH:14][CH:15]=[CH:2][CH:3]=3)[C:12](=[O:18])[C:11]=2[CH:10]=[CH:9][CH:8]=1, predict the reactants needed to synthesize it. The reactants are: O[C:2]1[C:15](C=O)=[CH:14][C:13]2[C:12](=[O:18])[C:11]3[C:6](=[CH:7][CH:8]=[CH:9][CH:10]=3)[C:5](=[O:19])[C:4]=2[C:3]=1C=O.[N+](=C)=[N-]. (4) The reactants are: [CH2:1]([CH:4]([CH2:7][CH2:8][CH2:9][CH2:10][CH3:11])[CH2:5][OH:6])[CH2:2][CH3:3].C[O:13][C:14](=O)[CH2:15][CH2:16][CH2:17][CH2:18][CH2:19][CH2:20][CH3:21]. Given the product [C:14]([O:6][CH2:5][CH:4]([CH2:1][CH2:2][CH3:3])[CH2:7][CH2:8][CH2:9][CH2:10][CH3:11])(=[O:13])[CH2:15][CH2:16][CH2:17][CH2:18][CH2:19][CH2:20][CH3:21], predict the reactants needed to synthesize it.